Dataset: Forward reaction prediction with 1.9M reactions from USPTO patents (1976-2016). Task: Predict the product of the given reaction. (1) Given the reactants [Cl:1][C:2]1[C:11]2[C:6](=[CH:7][C:8]([S:12]([NH:15][C@@H:16]3[CH2:21][CH2:20][C@H:19]([C:22]([O:24]C(C)(C)C)=[O:23])[CH2:18][CH2:17]3)(=[O:14])=[O:13])=[CH:9][CH:10]=2)[C:5]([NH:29][C:30]([NH2:32])=[NH:31])=[N:4][CH:3]=1.Cl, predict the reaction product. The product is: [ClH:1].[Cl:1][C:2]1[C:11]2[C:6](=[CH:7][C:8]([S:12]([NH:15][C@@H:16]3[CH2:21][CH2:20][C@H:19]([C:22]([OH:24])=[O:23])[CH2:18][CH2:17]3)(=[O:13])=[O:14])=[CH:9][CH:10]=2)[C:5]([NH:29][C:30]([NH2:32])=[NH:31])=[N:4][CH:3]=1. (2) Given the reactants C(=O)([O-])[O-].[K+].[K+].Br[CH2:8][C:9]1[CH:14]=[CH:13][C:12]([N+:15]([O-:17])=[O:16])=[CH:11][C:10]=1[Cl:18].[NH:19]1[CH2:23][CH2:22][CH2:21][CH2:20]1, predict the reaction product. The product is: [Cl:18][C:10]1[CH:11]=[C:12]([N+:15]([O-:17])=[O:16])[CH:13]=[CH:14][C:9]=1[CH2:8][N:19]1[CH2:23][CH2:22][CH2:21][CH2:20]1. (3) Given the reactants [F:1][C:2]1[CH:3]=[CH:4][C:5]([NH:9][C:10]([C:12]2[C:17]([NH2:18])=[CH:16][CH:15]=[C:14]([CH3:19])[N:13]=2)=[O:11])=[N:6][C:7]=1[CH3:8].Br[C:21]1[CH:22]=[N:23][CH:24]=[CH:25][CH:26]=1, predict the reaction product. The product is: [F:1][C:2]1[CH:3]=[CH:4][C:5]([NH:9][C:10]([C:12]2[C:17]([NH:18][C:21]3[CH:22]=[N:23][CH:24]=[CH:25][CH:26]=3)=[CH:16][CH:15]=[C:14]([CH3:19])[N:13]=2)=[O:11])=[N:6][C:7]=1[CH3:8]. (4) Given the reactants C1(OC([N:10]2[CH2:16][C:15]3[CH:17]=[C:18]([F:22])[C:19]([F:21])=[CH:20][C:14]=3[NH:13][C:12](=[O:23])[CH2:11]2)=O)C=CC=CC=1, predict the reaction product. The product is: [F:22][C:18]1[C:19]([F:21])=[CH:20][C:14]2[NH:13][C:12](=[O:23])[CH2:11][NH:10][CH2:16][C:15]=2[CH:17]=1.